This data is from Full USPTO retrosynthesis dataset with 1.9M reactions from patents (1976-2016). The task is: Predict the reactants needed to synthesize the given product. (1) Given the product [CH3:17][C:2]1[C:8]2[CH:9]=[CH:10][CH:11]=[CH:12][C:7]=2[O:6][C:5]2[CH:13]=[CH:14][CH:15]=[CH:16][C:4]=2[N:3]=1, predict the reactants needed to synthesize it. The reactants are: Cl[C:2]1[C:8]2[CH:9]=[CH:10][CH:11]=[CH:12][C:7]=2[O:6][C:5]2[CH:13]=[CH:14][CH:15]=[CH:16][C:4]=2[N:3]=1.[CH2:17]1COCC1.C[Si]([Mg]Cl)(C)C. (2) Given the product [O:5]1[CH2:9][CH2:8][CH:7]([CH2:10][NH:11][C:12]([C:14]2[C:18]([CH2:19][OH:20])=[C:17]([CH2:21][O:22][CH2:23][C:24]3[CH:29]=[CH:28][CH:27]=[C:26]([F:30])[CH:25]=3)[O:16][N:15]=2)=[O:13])[CH2:6]1, predict the reactants needed to synthesize it. The reactants are: [BH4-].[Na+].CO.[O:5]1[CH2:9][CH2:8][CH:7]([CH2:10][NH:11][C:12]([C:14]2[C:18]([CH:19]=[O:20])=[C:17]([CH2:21][O:22][CH2:23][C:24]3[CH:29]=[CH:28][CH:27]=[C:26]([F:30])[CH:25]=3)[O:16][N:15]=2)=[O:13])[CH2:6]1. (3) Given the product [CH3:1][O:2][C:3]1[CH:36]=[C:35]([O:37][CH3:38])[CH:34]=[CH:33][C:4]=1[CH2:5][N:6]1[C:14](=[O:15])[N:13]([CH2:46][CH:47]2[CH2:50][CH2:49][O:48]2)[C:12]2[C:7]1=[N:8][C:9]([C:16]1[C:24]3[C:19](=[N:20][CH:21]=[CH:22][CH:23]=3)[N:18]([CH2:25][C:26]3[CH:31]=[CH:30][CH:29]=[CH:28][C:27]=3[F:32])[N:17]=1)=[N:10][CH:11]=2, predict the reactants needed to synthesize it. The reactants are: [CH3:1][O:2][C:3]1[CH:36]=[C:35]([O:37][CH3:38])[CH:34]=[CH:33][C:4]=1[CH2:5][N:6]1[C:14](=[O:15])[NH:13][C:12]2[C:7]1=[N:8][C:9]([C:16]1[C:24]3[C:19](=[N:20][CH:21]=[CH:22][CH:23]=3)[N:18]([CH2:25][C:26]3[CH:31]=[CH:30][CH:29]=[CH:28][C:27]=3[F:32])[N:17]=1)=[N:10][CH:11]=2.C(=O)([O-])[O-].[Cs+].[Cs+].Br[CH2:46][CH:47]1[CH2:50][CH2:49][O:48]1.O. (4) Given the product [CH3:16][C:15]1[C:3]2[C:4](=[N:5][CH:6]=[C:7]([C:8]([OH:10])=[O:9])[C:2]=2[N:21]2[CH2:22][CH2:23][N:18]([CH3:17])[CH2:19][CH2:20]2)[O:13][N:14]=1, predict the reactants needed to synthesize it. The reactants are: Cl[C:2]1[C:7]([C:8]([O:10]CC)=[O:9])=[CH:6][N:5]=[C:4]2[O:13][N:14]=[C:15]([CH3:16])[C:3]=12.[CH3:17][N:18]1[CH2:23][CH2:22][NH:21][CH2:20][CH2:19]1. (5) Given the product [OH:26][CH2:25][C:22]1([CH2:21][C:8]2[C:7]([CH3:35])=[N:6][C:5]([O:36][CH3:37])=[C:4]([CH:1]([CH3:2])[CH3:3])[C:9]=2[C:10]([C:12]2[CH:13]=[C:14]([CH:17]=[C:18]([CH3:20])[CH:19]=2)[C:15]#[N:16])=[O:11])[CH2:23][CH2:24]1, predict the reactants needed to synthesize it. The reactants are: [CH:1]([C:4]1[C:5]([O:36][CH3:37])=[N:6][C:7]([CH3:35])=[C:8]([CH2:21][C:22]2([CH2:25][O:26]C3C=CC(OC)=CC=3)[CH2:24][CH2:23]2)[C:9]=1[C:10]([C:12]1[CH:13]=[C:14]([CH:17]=[C:18]([CH3:20])[CH:19]=1)[C:15]#[N:16])=[O:11])([CH3:3])[CH3:2].[N+]([O-])([O-])=O.[Ce+4].[NH4+].[N+]([O-])([O-])=O.[N+]([O-])([O-])=O.[N+]([O-])([O-])=O.[N+]([O-])([O-])=O.O. (6) Given the product [CH3:8][O:9][C:10](=[O:19])[C:11]1[CH:16]=[CH:15][C:14]([Cl:17])=[C:13]([NH:18][C:5](=[O:6])[CH2:4][CH2:3][CH2:2][Cl:1])[CH:12]=1, predict the reactants needed to synthesize it. The reactants are: [Cl:1][CH2:2][CH2:3][CH2:4][C:5](Cl)=[O:6].[CH3:8][O:9][C:10](=[O:19])[C:11]1[CH:16]=[CH:15][C:14]([Cl:17])=[C:13]([NH2:18])[CH:12]=1.CCN(CC)CC.